This data is from NCI-60 drug combinations with 297,098 pairs across 59 cell lines. The task is: Regression. Given two drug SMILES strings and cell line genomic features, predict the synergy score measuring deviation from expected non-interaction effect. (1) Drug 1: CC1=C(N=C(N=C1N)C(CC(=O)N)NCC(C(=O)N)N)C(=O)NC(C(C2=CN=CN2)OC3C(C(C(C(O3)CO)O)O)OC4C(C(C(C(O4)CO)O)OC(=O)N)O)C(=O)NC(C)C(C(C)C(=O)NC(C(C)O)C(=O)NCCC5=NC(=CS5)C6=NC(=CS6)C(=O)NCCC[S+](C)C)O. Drug 2: C1C(C(OC1N2C=NC3=C2NC=NCC3O)CO)O. Cell line: OVCAR-8. Synergy scores: CSS=37.6, Synergy_ZIP=1.49, Synergy_Bliss=2.09, Synergy_Loewe=-10.6, Synergy_HSA=1.47. (2) Drug 1: C1CN1C2=NC(=NC(=N2)N3CC3)N4CC4. Drug 2: COC1=C(C=C2C(=C1)N=CN=C2NC3=CC(=C(C=C3)F)Cl)OCCCN4CCOCC4. Cell line: HCT-15. Synergy scores: CSS=33.5, Synergy_ZIP=-4.01, Synergy_Bliss=-4.87, Synergy_Loewe=-6.68, Synergy_HSA=-3.13.